This data is from Forward reaction prediction with 1.9M reactions from USPTO patents (1976-2016). The task is: Predict the product of the given reaction. Given the reactants [Br:1][C:2]1[CH:15]=[CH:14][C:13]([F:16])=[CH:12][C:3]=1/[CH:4]=[N:5]/[S@:6]([C:8]([CH3:11])([CH3:10])[CH3:9])=[O:7].[In].[CH2:18](Br)[CH:19]=[CH2:20].C([O-])(O)=O.[Na+], predict the reaction product. The product is: [Br:1][C:2]1[CH:15]=[CH:14][C:13]([F:16])=[CH:12][C:3]=1[C@H:4]([NH:5][S@:6]([C:8]([CH3:11])([CH3:10])[CH3:9])=[O:7])[CH2:20][CH:19]=[CH2:18].